From a dataset of Catalyst prediction with 721,799 reactions and 888 catalyst types from USPTO. Predict which catalyst facilitates the given reaction. (1) Reactant: CCCC[N+](CCCC)(CCCC)CCCC.[F-].[Si]([O:26][C:27]1[CH:32]=[CH:31][C:30]([N:33]2[C:37]([C:38]([O:40][CH2:41][CH3:42])=[O:39])=[CH:36][C:35]([Si:43]([CH3:46])([CH3:45])[CH3:44])=[N:34]2)=[CH:29][CH:28]=1)(C(C)(C)C)(C)C. Product: [OH:26][C:27]1[CH:32]=[CH:31][C:30]([N:33]2[C:37]([C:38]([O:40][CH2:41][CH3:42])=[O:39])=[CH:36][C:35]([Si:43]([CH3:44])([CH3:46])[CH3:45])=[N:34]2)=[CH:29][CH:28]=1. The catalyst class is: 1. (2) Reactant: [Cl:1][CH2:2][C:3](=[O:5])[CH3:4].[F:6][C:7]1[CH:8]=[C:9](CC(=O)C)[CH:10]=[CH:11][C:12]=1[O:13][CH3:14].S(Cl)(Cl)(=O)=O. Product: [Cl:1][CH:2]([C:9]1[CH:10]=[CH:11][C:12]([O:13][CH3:14])=[C:7]([F:6])[CH:8]=1)[C:3](=[O:5])[CH3:4]. The catalyst class is: 2. (3) Reactant: [C:1]([O:5][C:6](=[O:20])[N:7]([CH2:9][C@H:10]1[CH2:15][CH2:14][C@H:13]([C:16]#[C:17][CH2:18][OH:19])[CH2:12][CH2:11]1)[CH3:8])([CH3:4])([CH3:3])[CH3:2].[CH3:21][S:22](Cl)(=[O:24])=[O:23].N1C(C)=CC=CC=1C.O. Product: [C:1]([O:5][C:6]([N:7]([CH2:9][C@H:10]1[CH2:15][CH2:14][C@H:13]([C:16]#[C:17][CH2:18][O:19][S:22]([CH3:21])(=[O:24])=[O:23])[CH2:12][CH2:11]1)[CH3:8])=[O:20])([CH3:3])([CH3:2])[CH3:4]. The catalyst class is: 2. (4) Reactant: [CH:1]1([C@@:7]([C:30]([O:32][CH3:33])=[O:31])([CH3:29])[NH:8][C:9]([C:11]2[C:20]([NH:21]C(OC(C)(C)C)=O)=[CH:19][C:18]3[C:13](=[CH:14][CH:15]=[CH:16][CH:17]=3)[CH:12]=2)=[O:10])[CH2:6][CH2:5][CH2:4][CH2:3][CH2:2]1.[ClH:34]. Product: [ClH:34].[NH2:21][C:20]1[C:11]([C:9]([NH:8][C@:7]([CH:1]2[CH2:2][CH2:3][CH2:4][CH2:5][CH2:6]2)([C:30]([O:32][CH3:33])=[O:31])[CH3:29])=[O:10])=[CH:12][C:13]2[C:18]([CH:19]=1)=[CH:17][CH:16]=[CH:15][CH:14]=2. The catalyst class is: 269. (5) Reactant: [CH2:1]([O:3][C:4](=[O:26])[C:5]([NH:7][NH:8][C:9]([C:11]1[CH:16]=[CH:15][N:14]=[CH:13][C:12]=1[NH:17][C:18]1[CH:23]=[CH:22][C:21]([I:24])=[CH:20][C:19]=1[F:25])=[O:10])=O)[CH3:2].N1C=CC=CC=1.S(Cl)(Cl)=O.CCOC(C)=O. Product: [CH2:1]([O:3][C:4]([C:5]1[O:10][C:9]([C:11]2[CH:16]=[CH:15][N:14]=[CH:13][C:12]=2[NH:17][C:18]2[CH:23]=[CH:22][C:21]([I:24])=[CH:20][C:19]=2[F:25])=[N:8][N:7]=1)=[O:26])[CH3:2]. The catalyst class is: 2.